From a dataset of Full USPTO retrosynthesis dataset with 1.9M reactions from patents (1976-2016). Predict the reactants needed to synthesize the given product. (1) Given the product [C:1]([O:5][C:6](=[O:7])[NH:8][C@@H:9]([CH2:13][CH:14]([CH3:16])[CH3:15])[C:10](=[O:12])[N:17]1[CH2:22][CH2:21][NH:20][CH2:19][CH2:18]1)([CH3:2])([CH3:3])[CH3:4], predict the reactants needed to synthesize it. The reactants are: [C:1]([O:5][C:6]([NH:8][C@@H:9]([CH2:13][CH:14]([CH3:16])[CH3:15])[C:10]([OH:12])=O)=[O:7])([CH3:4])([CH3:3])[CH3:2].[NH:17]1[CH2:22][CH2:21][NH:20][CH2:19][CH2:18]1.C1CCC(N=C=NC2CCCCC2)CC1. (2) Given the product [C:1]([O:5][C:6]([N:8]1[CH2:13][CH2:12][C@H:11]([C:14]2[N:15]([CH2:31][CH2:32][OH:33])[CH:16]=[C:17]([C:19]3[CH:24]=[CH:23][C:22]([F:25])=[C:21]([CH3:26])[CH:20]=3)[N:18]=2)[C@H:10]([F:27])[CH2:9]1)=[O:7])([CH3:4])([CH3:3])[CH3:2], predict the reactants needed to synthesize it. The reactants are: [C:1]([O:5][C:6]([N:8]1[CH2:13][CH2:12][C@H:11]([C:14]2[NH:15][CH:16]=[C:17]([C:19]3[CH:24]=[CH:23][C:22]([F:25])=[C:21]([CH3:26])[CH:20]=3)[N:18]=2)[C@H:10]([F:27])[CH2:9]1)=[O:7])([CH3:4])([CH3:3])[CH3:2].[H-].[Na+].Br[CH2:31][CH2:32][O:33]C1CCCCO1.O.C1(C)C=CC(S(O)(=O)=O)=CC=1.